Dataset: Serine/threonine kinase 33 screen with 319,792 compounds. Task: Binary Classification. Given a drug SMILES string, predict its activity (active/inactive) in a high-throughput screening assay against a specified biological target. (1) The molecule is S1C2(N(C(C1)C(O)=O)C(=O)CC2)c1ccc(F)cc1. The result is 0 (inactive). (2) The compound is O=c1n([nH]c(c1)CC(OC)=O)c1[nH]c2c(n1)cccc2. The result is 0 (inactive). (3) The drug is n12C3(N=C(N=c1[nH]c1c2cccc1)N)CCC(CC3)c1ccccc1. The result is 0 (inactive). (4) The drug is Clc1ccc(OCC(=O)N2CCN(CC2)c2c(OC)cccc2)cc1. The result is 0 (inactive). (5) The molecule is o1c(C(NC(=O)C(C)C)c2c(O)c3ncccc3cc2)ccc1. The result is 0 (inactive). (6) The molecule is BrC1(Br)C(C1)(C)C(=O)N\N=C(\c1ccc(NC(=O)C2CCC2)cc1)C. The result is 0 (inactive).